This data is from Catalyst prediction with 721,799 reactions and 888 catalyst types from USPTO. The task is: Predict which catalyst facilitates the given reaction. Reactant: Br[C:2]1[CH:3]=[N:4][CH:5]=[C:6]([CH:10]=1)[C:7]([OH:9])=[O:8].[F:11][C:12]1[CH:17]=[CH:16][C:15](B(O)O)=[CH:14][CH:13]=1.[OH-].[Na+]. Product: [F:11][C:12]1[CH:17]=[CH:16][C:15]([C:2]2[CH:3]=[N:4][CH:5]=[C:6]([CH:10]=2)[C:7]([OH:9])=[O:8])=[CH:14][CH:13]=1. The catalyst class is: 386.